From a dataset of Full USPTO retrosynthesis dataset with 1.9M reactions from patents (1976-2016). Predict the reactants needed to synthesize the given product. (1) Given the product [CH2:1]([O:8][CH2:9][C@@H:10]1[O:11][C@H:12]([CH2:17][CH3:18])[CH2:13][NH:14][CH2:15]1)[C:2]1[CH:3]=[CH:4][CH:5]=[CH:6][CH:7]=1, predict the reactants needed to synthesize it. The reactants are: [CH2:1]([O:8][CH2:9][C@H:10]1[CH2:15][NH:14][C:13](=O)[C@@H:12]([CH2:17][CH3:18])[O:11]1)[C:2]1[CH:7]=[CH:6][CH:5]=[CH:4][CH:3]=1.[AlH4-].[Li+].[OH-].[Na+]. (2) The reactants are: FC(F)(S(O[C:17]1[CH:18]=[C:19]2[C:36](=[CH:37][CH:38]=1)[C:23]1=[N:24][O:25][C:26]([C:27]3[CH:32]=[CH:31][C:30]([CH2:33][CH2:34][CH3:35])=[CH:29][CH:28]=3)=[C:22]1[CH2:21][CH2:20]2)(=O)=O)C(F)(F)C(F)(F)C(F)(F)F.[Cl-].[Li+].[CH2:42]([Sn](CCCC)(CCCC)C=C)[CH2:43]CC. Given the product [CH2:33]([C:30]1[CH:31]=[CH:32][C:27]([C:26]2[O:25][N:24]=[C:23]3[C:36]4[C:19]([CH2:20][CH2:21][C:22]=23)=[CH:18][C:17]([CH:42]=[CH2:43])=[CH:38][CH:37]=4)=[CH:28][CH:29]=1)[CH2:34][CH3:35], predict the reactants needed to synthesize it. (3) Given the product [CH3:1][N:2]1[CH2:7][CH2:6][N:5]([C:8]([O:10][C@@H:11]2[N:20]([C:21]3[CH:22]=[CH:23][C:24]([Cl:27])=[CH:25][N:26]=3)[C:18](=[O:19])[C:13]3[N:14]=[CH:15][CH:16]=[N:17][C:12]2=3)=[O:9])[CH2:4][CH2:3]1.[C:28]([O-:36])(=[O:35])[CH:29]([CH2:31][C:32]([O-:34])=[O:33])[OH:30].[CH3:1][N:2]1[CH2:7][CH2:6][N:5]([C:8]([O:10][C@@H:11]2[N:20]([C:21]3[CH:22]=[CH:23][C:24]([Cl:27])=[CH:25][N:26]=3)[C:18](=[O:19])[C:13]3[N:14]=[CH:15][CH:16]=[N:17][C:12]2=3)=[O:9])[CH2:4][CH2:3]1, predict the reactants needed to synthesize it. The reactants are: [CH3:1][N:2]1[CH2:7][CH2:6][N:5]([C:8]([O:10][C@@H:11]2[N:20]([C:21]3[CH:22]=[CH:23][C:24]([Cl:27])=[CH:25][N:26]=3)[C:18](=[O:19])[C:13]3[N:14]=[CH:15][CH:16]=[N:17][C:12]2=3)=[O:9])[CH2:4][CH2:3]1.[C:28]([O-:36])(=[O:35])[CH:29]([CH2:31][C:32]([O-:34])=[O:33])[OH:30]. (4) Given the product [C:1]([O:9][CH:13]([C:17](=[O:19])[CH3:18])[C:14](=[O:16])[CH3:15])(=[O:8])[C:2]1[CH:7]=[CH:6][CH:5]=[CH:4][CH:3]=1, predict the reactants needed to synthesize it. The reactants are: [C:1]([OH:9])(=[O:8])[C:2]1[CH:7]=[CH:6][CH:5]=[CH:4][CH:3]=1.[OH-].[K+].Cl[CH:13]([C:17](=[O:19])[CH3:18])[C:14](=[O:16])[CH3:15]. (5) Given the product [N:26]12[CH2:33][CH2:32][CH:29]([CH2:30][CH2:31]1)[C@H:28]([NH:34][C:2]1[CH:7]=[CH:6][CH:5]=[CH:4][C:3]=1[S:8]([NH:11][C:12]1[C:21]([C:22]([OH:24])=[O:23])=[C:20]3[C:15]([CH:16]4[CH2:25][CH:17]4[CH2:18][O:19]3)=[CH:14][CH:13]=1)(=[O:10])=[O:9])[CH2:27]2, predict the reactants needed to synthesize it. The reactants are: F[C:2]1[CH:7]=[CH:6][CH:5]=[CH:4][C:3]=1[S:8]([NH:11][C:12]1[C:21]([C:22]([OH:24])=[O:23])=[C:20]2[C:15]([CH:16]3[CH2:25][CH:17]3[CH2:18][O:19]2)=[CH:14][CH:13]=1)(=[O:10])=[O:9].[N:26]12[CH2:33][CH2:32][CH:29]([CH2:30][CH2:31]1)[C@H:28]([NH2:34])[CH2:27]2. (6) Given the product [CH3:14][C:12]1[CH:11]=[C:10]([N:15]2[CH2:19][CH2:18][CH2:17][CH2:16]2)[N:9]=[C:8]([CH:21]=[CH:20][C:22]2[CH:31]=[CH:30][C:29]3[C:24](=[CH:25][CH:26]=[CH:27][CH:28]=3)[N:23]=2)[N:13]=1, predict the reactants needed to synthesize it. The reactants are: C(=O)([O-])[O-].[Cs+].[Cs+].Cl[C:8]1[N:13]=[C:12]([CH3:14])[CH:11]=[C:10]([N:15]2[CH2:19][CH2:18][CH2:17][CH2:16]2)[N:9]=1.[CH:20]([C:22]1[CH:31]=[CH:30][C:29]2[C:24](=[CH:25][CH:26]=[CH:27][CH:28]=2)[N:23]=1)=[CH2:21].C(P(C(C)(C)C)C(C)(C)C)(C)(C)C. (7) Given the product [NH2:9][C:10]1[N:15]=[C:14]([NH2:16])[C:13]([O:17][C:18]2[C:19]([CH:28]([CH3:30])[CH3:29])=[CH:20][C:21]([O:26][CH3:27])=[C:22]([CH:25]=2)[C:23]([NH:2][OH:3])=[NH:24])=[CH:12][N:11]=1, predict the reactants needed to synthesize it. The reactants are: Cl.[NH2:2][OH:3].C(=O)([O-])O.[Na+].[NH2:9][C:10]1[N:15]=[C:14]([NH2:16])[C:13]([O:17][C:18]2[C:19]([CH:28]([CH3:30])[CH3:29])=[CH:20][C:21]([O:26][CH3:27])=[C:22]([CH:25]=2)[C:23]#[N:24])=[CH:12][N:11]=1. (8) Given the product [CH3:1][C:2]1[C:6]([C:7]2[C:12]([CH3:13])=[C:11]([N:14]3[CH2:22][C:21]4[CH:20]=[N:19][CH:18]=[N:17][C:16]=4[CH2:15]3)[N:10]=[C:9]([C:23]3[CH:24]=[C:25]([O:33][CH2:39][C@H:40]4[CH2:41][O:42]4)[CH:26]=[CH:27][C:28]=3[C:29]([F:31])([F:32])[F:30])[N:8]=2)=[C:5]([CH3:34])[O:4][N:3]=1, predict the reactants needed to synthesize it. The reactants are: [CH3:1][C:2]1[C:6]([C:7]2[C:12]([CH3:13])=[C:11]([N:14]3[CH2:22][C:21]4[CH:20]=[N:19][CH:18]=[N:17][C:16]=4[CH2:15]3)[N:10]=[C:9]([C:23]3[CH:24]=[C:25]([OH:33])[CH:26]=[CH:27][C:28]=3[C:29]([F:32])([F:31])[F:30])[N:8]=2)=[C:5]([CH3:34])[O:4][N:3]=1.S(C1C=CC([N+]([O-])=O)=CC=1)(O[CH2:39][C@@H:40]1[O:42][CH2:41]1)(=O)=O.C([O-])([O-])=O.[Cs+].[Cs+]. (9) Given the product [Cl:21][S:26]([C:2]1[CH:3]=[C:4]([CH:9]=[C:10]([C:12]([N:14]([CH2:18][CH2:19][CH3:20])[CH2:15][CH2:16][CH3:17])=[O:13])[CH:11]=1)[C:5]([O:7][CH3:8])=[O:6])(=[O:28])=[O:27], predict the reactants needed to synthesize it. The reactants are: N[C:2]1[CH:3]=[C:4]([CH:9]=[C:10]([C:12]([N:14]([CH2:18][CH2:19][CH3:20])[CH2:15][CH2:16][CH3:17])=[O:13])[CH:11]=1)[C:5]([O:7][CH3:8])=[O:6].[ClH:21].N([O-])=O.[Na+].[S:26](=[O:28])=[O:27].